This data is from Reaction yield outcomes from USPTO patents with 853,638 reactions. The task is: Predict the reaction yield, written as a fraction of the theoretical maximum amount of product (1.0 means a 100% yield; for example, 0.34 means a 34% yield). The catalyst is CN(C=O)C.O. The product is [Cl:39][C:40]1[CH:41]=[C:37]([NH:33][C:26]([NH:6][CH2:7][C:8]2[CH:9]=[C:10]3[C:14](=[CH:15][CH:16]=2)[C:13](=[O:17])[N:12]([CH:18]2[CH2:23][CH2:22][C:21](=[O:24])[NH:20][C:19]2=[O:25])[CH2:11]3)=[O:27])[CH:36]=[CH:45][C:46]=1[O:47][CH2:48][CH2:49][O:50][CH2:51][CH2:52][O:53][CH3:54]. The yield is 0.720. The reactants are CS(O)(=O)=O.[NH2:6][CH2:7][C:8]1[CH:9]=[C:10]2[C:14](=[CH:15][CH:16]=1)[C:13](=[O:17])[N:12]([CH:18]1[CH2:23][CH2:22][C:21](=[O:24])[NH:20][C:19]1=[O:25])[CH2:11]2.[C:26]([N:33]1[CH:37]=[CH:36]N=C1)(N1C=CN=C1)=[O:27].Cl.[Cl:39][C:40]1[CH:41]=C(C=[CH:45][C:46]=1[O:47][CH2:48][CH2:49][O:50][CH2:51][CH2:52][O:53][CH3:54])N.Cl.